From a dataset of Reaction yield outcomes from USPTO patents with 853,638 reactions. Predict the reaction yield, written as a fraction of the theoretical maximum amount of product (1.0 means a 100% yield; for example, 0.34 means a 34% yield). (1) The reactants are [Br:1][C:2]1[CH:12]=[CH:11][C:5]([CH:6]=[CH:7][C:8]([OH:10])=[O:9])=[CH:4][CH:3]=1.[Cl-].[NH4+]. The catalyst is CN(C)C=O. The product is [Br:1][C:2]1[CH:3]=[CH:4][C:5]([CH2:6][CH2:7][C:8]([OH:10])=[O:9])=[CH:11][CH:12]=1. The yield is 0.730. (2) The reactants are Cl.[NH2:2][C@@H:3]1[CH2:7][C@H:6]([CH2:8][OH:9])[CH:5]=[CH:4]1.C(N(CC)CC)C.[C:17](OC(=O)C)(=[O:19])[CH3:18]. No catalyst specified. The product is [C:17]([NH:2][C@@H:3]1[CH2:7][C@H:6]([CH2:8][OH:9])[CH:5]=[CH:4]1)(=[O:19])[CH3:18]. The yield is 0.660. (3) The reactants are [Si:1]([O:18][CH2:19][C:20]1[CH:21]=[C:22]2[C:26](=[CH:27][C:28]=1[S:29]([CH3:32])(=[O:31])=[O:30])[NH:25][C:24]([C:33](=[O:37])[CH:34]([CH3:36])[CH3:35])=[CH:23]2)([C:14]([CH3:17])([CH3:16])[CH3:15])([C:8]1[CH:13]=[CH:12][CH:11]=[CH:10][CH:9]=1)[C:2]1[CH:7]=[CH:6][CH:5]=[CH:4][CH:3]=1.[C:38]([NH:45][CH2:46][CH2:47]Br)([O:40][C:41]([CH3:44])([CH3:43])[CH3:42])=[O:39].[OH-].[Na+]. The catalyst is [I-].C([N+](CCCC)(CCCC)CCCC)CCC.C(Cl)Cl.C1(C)C=CC=CC=1.C(Cl)Cl. The product is [Si:1]([O:18][CH2:19][C:20]1[CH:21]=[C:22]2[C:26](=[CH:27][C:28]=1[S:29]([CH3:32])(=[O:30])=[O:31])[N:25]([CH2:47][CH2:46][NH:45][C:38](=[O:39])[O:40][C:41]([CH3:44])([CH3:43])[CH3:42])[C:24]([C:33](=[O:37])[CH:34]([CH3:35])[CH3:36])=[CH:23]2)([C:14]([CH3:17])([CH3:16])[CH3:15])([C:8]1[CH:13]=[CH:12][CH:11]=[CH:10][CH:9]=1)[C:2]1[CH:7]=[CH:6][CH:5]=[CH:4][CH:3]=1. The yield is 0.350. (4) The reactants are [NH:1]1[CH:5]=[N:4][C:3]([S:6][CH2:7][CH2:8][O:9][C:10]2[CH:15]=[C:14]([C:16]#[N:17])[CH:13]=[CH:12][N:11]=2)=[N:2]1.[C:18](Cl)([C:31]1[CH:36]=[CH:35][CH:34]=[CH:33][CH:32]=1)([C:25]1[CH:30]=[CH:29][CH:28]=[CH:27][CH:26]=1)[C:19]1[CH:24]=[CH:23][CH:22]=[CH:21][CH:20]=1.C(N(CC)CC)C. The catalyst is C1COCC1. The product is [C:19]1([C:18]([C:25]2[CH:26]=[CH:27][CH:28]=[CH:29][CH:30]=2)([C:31]2[CH:32]=[CH:33][CH:34]=[CH:35][CH:36]=2)[N:1]2[CH:5]=[N:4][C:3]([S:6][CH2:7][CH2:8][O:9][C:10]3[CH:15]=[C:14]([C:16]#[N:17])[CH:13]=[CH:12][N:11]=3)=[N:2]2)[CH:20]=[CH:21][CH:22]=[CH:23][CH:24]=1. The yield is 0.800. (5) The reactants are [CH3:1][N:2]1[C:6](=[O:7])[O:5][N:4]=[C:3]1[O:8]CC1C=CC=CC=1.[F:16][C:17]1[CH:22]=[CH:21][C:20]([N:23]([CH:27]([CH3:29])[CH3:28])[C:24](Cl)=[O:25])=[CH:19][CH:18]=1. The catalyst is C(#N)C. The product is [F:16][C:17]1[CH:18]=[CH:19][C:20]([N:23]([CH:27]([CH3:29])[CH3:28])[C:24]([N:4]2[C:3](=[O:8])[N:2]([CH3:1])[C:6](=[O:7])[O:5]2)=[O:25])=[CH:21][CH:22]=1. The yield is 0.760. (6) The reactants are [C:1]([C:3]1[N:8]=[CH:7][C:6]([S:9]([NH2:12])(=[O:11])=[O:10])=[CH:5][CH:4]=1)#N.[C:13](=O)(O)[O-:14].[Na+].C[OH:19]. The catalyst is Cl.O. The product is [NH2:12][S:9]([C:6]1[CH:5]=[CH:4][C:3]([C:1]([O:14][CH3:13])=[O:19])=[N:8][CH:7]=1)(=[O:11])=[O:10]. The yield is 0.760. (7) The reactants are COC1C=C(OC)C=CC=1C[N:6]([C:36]1[CH:41]=[CH:40][N:39]=[CH:38][N:37]=1)[S:7]([C:10]1[CH:15]=[CH:14][C:13]([O:16][C@H:17]2[CH2:22][CH2:21][CH2:20][CH2:19][C@@H:18]2[C:23]2[CH:24]=[N:25][N:26](C3CCCCO3)[CH:27]=2)=[C:12]([F:34])[C:11]=1[F:35])(=[O:9])=[O:8].C([SiH](CC)CC)C.FC(F)(F)C(O)=O.ClCCl. The catalyst is CO. The product is [F:35][C:11]1[C:12]([F:34])=[C:13]([O:16][C@H:17]2[CH2:22][CH2:21][CH2:20][CH2:19][C@@H:18]2[C:23]2[CH:24]=[N:25][NH:26][CH:27]=2)[CH:14]=[CH:15][C:10]=1[S:7]([NH:6][C:36]1[CH:41]=[CH:40][N:39]=[CH:38][N:37]=1)(=[O:8])=[O:9]. The yield is 0.330. (8) The reactants are [CH2:1]([O:8][C:9]1[CH:14]=[CH:13][N:12]([C:15]2[CH:16]=[C:17]3[C:21](=[CH:22][CH:23]=2)[N:20]([CH2:24][CH2:25][N:26]2[CH2:30][CH2:29][C@H:28]([F:31])[CH2:27]2)[N:19]=[CH:18]3)[C:11](=[O:32])[CH:10]=1)[C:2]1[CH:7]=[CH:6][CH:5]=[CH:4][CH:3]=1.[ClH:33].C(OCC)C. The catalyst is C(Cl)Cl. The product is [ClH:33].[CH2:1]([O:8][C:9]1[CH:14]=[CH:13][N:12]([C:15]2[CH:16]=[C:17]3[C:21](=[CH:22][CH:23]=2)[N:20]([CH2:24][CH2:25][N:26]2[CH2:30][CH2:29][C@H:28]([F:31])[CH2:27]2)[N:19]=[CH:18]3)[C:11](=[O:32])[CH:10]=1)[C:2]1[CH:7]=[CH:6][CH:5]=[CH:4][CH:3]=1. The yield is 0.850. (9) The reactants are [CH2:1]([O:3][C:4](=[O:11])[CH2:5][NH:6][CH2:7][CH2:8][CH2:9][OH:10])[CH3:2].[CH3:12][C:13]([O:16][C:17](O[C:17]([O:16][C:13]([CH3:15])([CH3:14])[CH3:12])=[O:18])=[O:18])([CH3:15])[CH3:14]. The catalyst is C(Cl)Cl. The product is [CH2:1]([O:3][C:4](=[O:11])[CH2:5][N:6]([C:17]([O:16][C:13]([CH3:15])([CH3:14])[CH3:12])=[O:18])[CH2:7][CH2:8][CH2:9][OH:10])[CH3:2]. The yield is 1.00. (10) The reactants are [Cl:1][C:2]1[CH:7]=[CH:6][C:5]([NH:8][C:9](=[O:14])[C:10]([CH3:13])([CH3:12])[CH3:11])=[CH:4][C:3]=1[C:15]([F:18])([F:17])[F:16].[CH2:19]([Li])CCC.IC. The catalyst is C1COCC1.O.CCOCC. The product is [Cl:1][C:2]1[CH:7]=[CH:6][C:5]([NH:8][C:9](=[O:14])[C:10]([CH3:11])([CH3:12])[CH3:13])=[C:4]([CH3:19])[C:3]=1[C:15]([F:16])([F:17])[F:18]. The yield is 0.670.